From a dataset of Reaction yield outcomes from USPTO patents with 853,638 reactions. Predict the reaction yield, written as a fraction of the theoretical maximum amount of product (1.0 means a 100% yield; for example, 0.34 means a 34% yield). (1) The catalyst is C(O)(=O)C. The reactants are C(OC(=O)[NH:7][C:8]1[CH:13]=[CH:12][C:11](/[N:14]=[C:15]2/[C:16]([Cl:20])=[N:17][S:18][S:19]/2)=[C:10]([Br:21])[C:9]=1[C:22]#[N:23])(C)(C)C.C(OC(OC(C)(C)C)=O)(OC(C)(C)C)=O. The yield is 1.00. The product is [NH2:7][C:8]1[C:9]([C:22]#[N:23])=[C:10]([Br:21])[C:11](/[N:14]=[C:15]2/[C:16]([Cl:20])=[N:17][S:18][S:19]/2)=[CH:12][CH:13]=1. (2) The reactants are [C:1]([C:3]([CH3:16])([CH3:15])[CH:4]([NH:8]S(C(C)(C)C)=O)[CH:5]1[CH2:7][CH2:6]1)#[N:2].[ClH:17].O1CCOCC1. The catalyst is CO. The product is [ClH:17].[NH2:8][CH:4]([CH:5]1[CH2:7][CH2:6]1)[C:3]([CH3:16])([CH3:15])[C:1]#[N:2]. The yield is 0.890. (3) The reactants are F[C:2]1[CH:9]=[CH:8][CH:7]=[CH:6][C:3]=1[CH:4]=[O:5].C(=O)([O-])[O-].[K+].[K+].[C:16]1([SH:32])[C:29]2[C:30]3=[C:31]4[C:26](=[CH:27][CH:28]=2)[CH:25]=[CH:24][CH:23]=[C:22]4[CH:21]=[CH:20][C:19]3=[CH:18][CH:17]=1. The catalyst is CN(C=O)C. The product is [CH:18]1[C:19]2[C:30]3=[C:31]4[C:22](=[CH:21][CH:20]=2)[CH:23]=[CH:24][CH:25]=[C:26]4[CH:27]=[CH:28][C:29]3=[C:16]([S:32][C:2]2[CH:9]=[CH:8][CH:7]=[CH:6][C:3]=2[CH:4]=[O:5])[CH:17]=1. The yield is 0.460.